Task: Predict which catalyst facilitates the given reaction.. Dataset: Catalyst prediction with 721,799 reactions and 888 catalyst types from USPTO (1) Reactant: [C:1]([O:6][CH2:7][CH2:8][CH2:9][CH3:10])(=[O:5])[C:2](C)=[CH2:3]. Product: [C:1]([O:6][CH2:7][CH2:8][CH2:9][CH3:10])(=[O:5])[CH:2]=[CH2:3]. The catalyst class is: 3. (2) Reactant: [O:1]1[C:5]2[CH:6]=[CH:7][C:8]([C:10]3([C:13]([NH:15][C:16]4[N:21]=[C:20]([C:22]5[CH:23]=[N:24][C:25]([O:29]C)=[C:26]([CH3:28])[CH:27]=5)[C:19]([CH3:31])=[CH:18][CH:17]=4)=[O:14])[CH2:12][CH2:11]3)=[CH:9][C:4]=2[CH2:3][CH2:2]1.I[Si](C)(C)C. Product: [O:1]1[C:5]2[CH:6]=[CH:7][C:8]([C:10]3([C:13]([NH:15][C:16]4[CH:17]=[CH:18][C:19]([CH3:31])=[C:20]([C:22]5[CH:27]=[C:26]([CH3:28])[C:25](=[O:29])[NH:24][CH:23]=5)[N:21]=4)=[O:14])[CH2:12][CH2:11]3)=[CH:9][C:4]=2[CH2:3][CH2:2]1. The catalyst class is: 10. (3) Reactant: [BH4-].[Na+].[CH2:3]([C:7]1[CH:8]=[C:9]([CH:16]=[O:17])[S:10][C:11]=1[C:12]([F:15])([F:14])[F:13])[CH:4]([CH3:6])[CH3:5]. Product: [CH2:3]([C:7]1[CH:8]=[C:9]([CH2:16][OH:17])[S:10][C:11]=1[C:12]([F:14])([F:15])[F:13])[CH:4]([CH3:6])[CH3:5]. The catalyst class is: 5. (4) Reactant: Cl[CH2:2][C:3]([NH:5][C:6]1[CH:11]=[CH:10][C:9]([C:12]2[CH:17]=[CH:16][C:15]([C:18]([F:21])([F:20])[F:19])=[CH:14][CH:13]=2)=[CH:8][C:7]=1[OH:22])=[O:4].C(=O)([O-])[O-].[K+].[K+]. Product: [F:19][C:18]([F:21])([F:20])[C:15]1[CH:16]=[CH:17][C:12]([C:9]2[CH:10]=[CH:11][C:6]3[NH:5][C:3](=[O:4])[CH2:2][O:22][C:7]=3[CH:8]=2)=[CH:13][CH:14]=1. The catalyst class is: 35. (5) Reactant: FC(F)(F)S(O[C:7]1[N:8]=[C:9]([C:12]2[CH:17]=[CH:16][C:15]([F:18])=[CH:14][CH:13]=2)[O:10][CH:11]=1)(=O)=O.[CH3:21][OH:22].C1C=CC(P(C2C=CC=CC=2)CCCP(C2C=CC=CC=2)C2C=CC=CC=2)=CC=1.C(N(CC)CC)C.CN([CH:62]=[O:63])C. Product: [F:18][C:15]1[CH:16]=[CH:17][C:12]([C:9]2[O:10][CH:11]=[C:7]([C:21]([O:63][CH3:62])=[O:22])[N:8]=2)=[CH:13][CH:14]=1. The catalyst class is: 167. (6) Reactant: [OH:1][CH2:2][CH2:3][C:4]1[CH:9]=[CH:8][C:7]([CH:10]2[CH2:15][NH:14][CH2:13][CH:12]([C:16]([O:18][CH3:19])=[O:17])[CH2:11]2)=[CH:6][CH:5]=1.C(N(CC)CC)C.[C:27](Cl)(=[O:29])[CH3:28]. Product: [C:27]([N:14]1[CH2:15][CH:10]([C:7]2[CH:6]=[CH:5][C:4]([CH2:3][CH2:2][OH:1])=[CH:9][CH:8]=2)[CH2:11][CH:12]([C:16]([O:18][CH3:19])=[O:17])[CH2:13]1)(=[O:29])[CH3:28]. The catalyst class is: 4. (7) Reactant: [CH2:1]([O:3][C:4](=[O:24])[CH2:5][N:6]([C:15]1[CH:20]=[CH:19][CH:18]=[C:17]([N+:21]([O-:23])=[O:22])[CH:16]=1)[S:7]([NH:10]C(C)(C)C)(=[O:9])=[O:8])[CH3:2].[C:25]([OH:31])([C:27]([F:30])([F:29])[F:28])=[O:26]. Product: [CH2:1]([O:3][C:4](=[O:24])[CH2:5][N:6]([C:15]1[CH:20]=[CH:19][CH:18]=[C:17]([N+:21]([O-:23])=[O:22])[CH:16]=1)[S:7]([NH2:10])(=[O:9])=[O:8])[CH3:2].[F:28][C:27]([F:30])([F:29])[C:25]([O-:31])=[O:26]. The catalyst class is: 12. (8) Reactant: [CH3:1][O:2][CH2:3][CH2:4][N:5]1[CH2:13][C:12]2[C:7](=[CH:8][CH:9]=[CH:10][C:11]=2[N+:14]([O-])=O)[C:6]1=[O:17].[H][H]. Product: [NH2:14][C:11]1[CH:10]=[CH:9][CH:8]=[C:7]2[C:12]=1[CH2:13][N:5]([CH2:4][CH2:3][O:2][CH3:1])[C:6]2=[O:17]. The catalyst class is: 19. (9) Reactant: [CH2:1]([O:8][C@@:9]1([C:36]([F:39])([F:38])[F:37])[CH2:33][C@H:13]2[CH2:14][CH2:15][CH2:16][C:17]3[C:18](=[CH:19][C:20]4[CH:21]=[N:22][N:23]([C:26]5[CH:31]=[CH:30][C:29]([F:32])=[CH:28][CH:27]=5)[C:24]=4[CH:25]=3)[C@:12]2([CH2:34][NH2:35])[CH2:11][CH2:10]1)[C:2]1[CH:7]=[CH:6][CH:5]=[CH:4][CH:3]=1.[CH3:40][S:41](Cl)(=[O:43])=[O:42]. Product: [CH2:1]([O:8][C@@:9]1([C:36]([F:38])([F:39])[F:37])[CH2:33][C@H:13]2[CH2:14][CH2:15][CH2:16][C:17]3[C:18](=[CH:19][C:20]4[CH:21]=[N:22][N:23]([C:26]5[CH:27]=[CH:28][C:29]([F:32])=[CH:30][CH:31]=5)[C:24]=4[CH:25]=3)[C@:12]2([CH2:34][NH:35][S:41]([CH3:40])(=[O:43])=[O:42])[CH2:11][CH2:10]1)[C:2]1[CH:7]=[CH:6][CH:5]=[CH:4][CH:3]=1. The catalyst class is: 2.